Dataset: NCI-60 drug combinations with 297,098 pairs across 59 cell lines. Task: Regression. Given two drug SMILES strings and cell line genomic features, predict the synergy score measuring deviation from expected non-interaction effect. Drug 1: C1=C(C(=O)NC(=O)N1)N(CCCl)CCCl. Drug 2: N.N.Cl[Pt+2]Cl. Cell line: T-47D. Synergy scores: CSS=12.5, Synergy_ZIP=-7.21, Synergy_Bliss=-3.66, Synergy_Loewe=-9.85, Synergy_HSA=-4.51.